From a dataset of Full USPTO retrosynthesis dataset with 1.9M reactions from patents (1976-2016). Predict the reactants needed to synthesize the given product. (1) Given the product [CH3:5][O:6][C:7]1[C:12]([N+:1]([O-:4])=[O:2])=[CH:11][CH:10]=[CH:9][C:8]=1[OH:13], predict the reactants needed to synthesize it. The reactants are: [N+:1]([O-:4])(O)=[O:2].[CH3:5][O:6][C:7]1[CH:12]=[CH:11][CH:10]=[CH:9][C:8]=1[OH:13]. (2) Given the product [NH2:35][C:31]1[CH:30]=[C:29]([CH:34]=[CH:33][CH:32]=1)[CH2:28][O:27][CH2:26][CH2:25][O:24][CH2:23][CH2:22][CH2:21][CH2:20][CH2:19][CH2:18][N:14]1[CH2:13][C@@H:12]([C:10]2[CH:9]=[CH:8][C:6]3[O:7][C:2]([CH3:38])([CH3:1])[O:3][CH2:4][C:5]=3[CH:11]=2)[O:16][C:15]1=[O:17], predict the reactants needed to synthesize it. The reactants are: [CH3:1][C:2]1([CH3:38])[O:7][C:6]2[CH:8]=[CH:9][C:10]([C@H:12]3[O:16][C:15](=[O:17])[N:14]([CH2:18][CH2:19][CH2:20][CH2:21][CH2:22][CH2:23][O:24][CH2:25][CH2:26][O:27][CH2:28][C:29]4[CH:34]=[CH:33][CH:32]=[C:31]([N+:35]([O-])=O)[CH:30]=4)[CH2:13]3)=[CH:11][C:5]=2[CH2:4][O:3]1. (3) Given the product [C:34]1([S:33][C:30](=[O:32])[CH2:31][C:10](=[O:11])[CH:12]2[CH2:13][C:14]([CH3:20])([CH3:21])[O:15][C:16]([CH3:18])([CH3:19])[CH2:17]2)[CH:39]=[CH:38][CH:37]=[CH:36][CH:35]=1, predict the reactants needed to synthesize it. The reactants are: N1([C:10]([CH:12]2[CH2:17][C:16]([CH3:19])([CH3:18])[O:15][C:14]([CH3:21])([CH3:20])[CH2:13]2)=[O:11])C2C=CC=CC=2N=N1.CCOCC.[Mg+2].[Br-].[Br-].[C:30]([S:33][C:34]1[CH:39]=[CH:38][CH:37]=[CH:36][CH:35]=1)(=[O:32])[CH3:31].CCN(C(C)C)C(C)C. (4) Given the product [C:1]([O:5][C:6]([N:8]1[CH2:13][CH2:12][C:11]2[N:14]([CH3:26])[C:15]([C:17]3[C:22]([C:23]#[C:24][C:29]4[CH:34]=[N:33][CH:32]=[C:31]([CH2:35][C:36](=[O:37])[NH:38][C:39]5[CH:44]=[CH:43][C:42]([CH2:45][N:46]6[CH2:51][CH2:50][N:49]([CH2:52][CH3:53])[CH2:48][CH2:47]6)=[C:41]([C:54]([F:56])([F:57])[F:55])[CH:40]=5)[CH:30]=4)=[CH:21][N:20]=[C:19]([NH2:25])[N:18]=3)=[CH:16][C:10]=2[C:9]1=[O:27])=[O:7])([CH3:4])([CH3:3])[CH3:2], predict the reactants needed to synthesize it. The reactants are: [C:1]([O:5][C:6]([N:8]1[CH2:13][CH2:12][C:11]2[N:14]([CH3:26])[C:15]([C:17]3[C:22]([C:23]#[CH:24])=[CH:21][N:20]=[C:19]([NH2:25])[N:18]=3)=[CH:16][C:10]=2[C:9]1=[O:27])=[O:7])([CH3:4])([CH3:3])[CH3:2].Br[C:29]1[CH:30]=[C:31]([CH2:35][C:36]([NH:38][C:39]2[CH:44]=[CH:43][C:42]([CH2:45][N:46]3[CH2:51][CH2:50][N:49]([CH2:52][CH3:53])[CH2:48][CH2:47]3)=[C:41]([C:54]([F:57])([F:56])[F:55])[CH:40]=2)=[O:37])[CH:32]=[N:33][CH:34]=1. (5) Given the product [NH2:32][C:27]1[CH:28]=[CH:29][CH:30]=[CH:31][C:26]=1[NH:33][C:21](=[O:22])[C:20]1[CH:24]=[CH:25][C:17]([CH2:16][N:5]2[CH2:4][C:3]3[C:7](=[CH:8][C:9]([O:13][CH3:14])=[C:10]([O:11][CH3:12])[C:2]=3[Br:1])[C:6]2=[O:15])=[CH:18][CH:19]=1, predict the reactants needed to synthesize it. The reactants are: [Br:1][C:2]1[C:10]([O:11][CH3:12])=[C:9]([O:13][CH3:14])[CH:8]=[C:7]2[C:3]=1[CH2:4][N:5]([CH2:16][C:17]1[CH:25]=[CH:24][C:20]([C:21](O)=[O:22])=[CH:19][CH:18]=1)[C:6]2=[O:15].[C:26]1([NH2:33])[CH:31]=[CH:30][CH:29]=[CH:28][C:27]=1[NH2:32].F[P-](F)(F)(F)(F)F.N1(O[P+](N(C)C)(N(C)C)N(C)C)C2C=CC=CC=2N=N1.C(N(CC)CC)C. (6) Given the product [C:1]([C:5]1[CH:6]=[C:7]([C:10]([O:13][CH3:14])=[CH:11][N:12]=1)[C:8]([OH:17])=[O:15])([CH3:4])([CH3:3])[CH3:2], predict the reactants needed to synthesize it. The reactants are: [C:1]([C:5]1[CH:6]=[C:7]([C:10]([O:13][CH3:14])=[CH:11][N:12]=1)[C:8]#N)([CH3:4])([CH3:3])[CH3:2].[OH-:15].[Na+].[OH:17]S(O)(=O)=O. (7) Given the product [CH2:1]([O:8][C:9]1[CH:14]=[C:13](/[CH:15]=[CH:16]/[CH:17]2[CH2:22][CH2:21][CH2:20][CH2:19][N:18]2[S:38]([CH3:37])(=[O:40])=[O:39])[CH:12]=[CH:11][C:10]=1[N:23]1[S:27](=[O:28])(=[O:29])[N:26]([CH2:30][CH2:31][Si:32]([CH3:34])([CH3:33])[CH3:35])[C:25](=[O:36])[CH2:24]1)[C:2]1[CH:3]=[CH:4][CH:5]=[CH:6][CH:7]=1, predict the reactants needed to synthesize it. The reactants are: [CH2:1]([O:8][C:9]1[CH:14]=[C:13](/[CH:15]=[CH:16]/[CH:17]2[CH2:22][CH2:21][CH2:20][CH2:19][NH:18]2)[CH:12]=[CH:11][C:10]=1[N:23]1[S:27](=[O:29])(=[O:28])[N:26]([CH2:30][CH2:31][Si:32]([CH3:35])([CH3:34])[CH3:33])[C:25](=[O:36])[CH2:24]1)[C:2]1[CH:7]=[CH:6][CH:5]=[CH:4][CH:3]=1.[CH3:37][S:38](Cl)(=[O:40])=[O:39]. (8) Given the product [CH2:10]([N:14]1[C:2]2[CH2:7][O:6][CH2:5][C:4](=[O:8])[C:3]=2[S:16]/[C:15]/1=[N:17]\[C:28](=[O:29])[C:27]1[CH:31]=[C:23]([Cl:22])[CH:24]=[CH:25][C:26]=1[O:32][CH3:33])[CH2:11][CH2:12][CH3:13], predict the reactants needed to synthesize it. The reactants are: O=[C:2]1[CH2:7][O:6][CH2:5][C:4]([O-:8])=[CH:3]1.[Na+].[CH2:10]([NH:14][C:15]([NH2:17])=[S:16])[CH2:11][CH2:12][CH3:13].CS(C)=O.[Cl:22][C:23]1[CH:24]=[CH:25][C:26]([O:32][CH3:33])=[C:27]([CH:31]=1)[C:28](O)=[O:29].CCN=C=NCCCN(C)C.Cl.ON1C2C=CC=CC=2N=N1.C(N(CC)CC)C. (9) Given the product [NH2:23][C:21]1[N:20]=[CH:19][N:18]=[C:17]2[N:16]([CH:24]3[CH2:29][CH2:28][N:27]([C:39](=[O:40])[CH2:38][N:37]([CH3:42])[C:35](=[O:36])[O:34][C:30]([CH3:32])([CH3:33])[CH3:31])[CH2:26][CH2:25]3)[N:15]=[C:14]([C:11]3[CH:10]=[CH:9][C:8]([O:1][C:2]4[CH:7]=[CH:6][CH:5]=[CH:4][CH:3]=4)=[CH:13][CH:12]=3)[C:22]=12, predict the reactants needed to synthesize it. The reactants are: [O:1]([C:8]1[CH:13]=[CH:12][C:11]([C:14]2[C:22]3[C:17](=[N:18][CH:19]=[N:20][C:21]=3[NH2:23])[N:16]([CH:24]3[CH2:29][CH2:28][NH:27][CH2:26][CH2:25]3)[N:15]=2)=[CH:10][CH:9]=1)[C:2]1[CH:7]=[CH:6][CH:5]=[CH:4][CH:3]=1.[C:30]([O:34][C:35]([N:37]([CH3:42])[CH2:38][C:39](O)=[O:40])=[O:36])([CH3:33])([CH3:32])[CH3:31].CCN(C(C)C)C(C)C.ON1C2N=CC=CC=2N=N1. (10) The reactants are: [NH2:1][C:2]1[CH:10]=[C:9]([F:11])[CH:8]=[CH:7][C:3]=1[C:4](O)=[O:5].[CH:12]([N:15](C(C)C)CC)(C)C.C1CN([P+](ON2N=NC3C=CC=CC2=3)(N2CCCC2)N2CCCC2)CC1.F[P-](F)(F)(F)(F)F.CN.C1COCC1. Given the product [NH2:1][C:2]1[CH:10]=[C:9]([F:11])[CH:8]=[CH:7][C:3]=1[C:4]([NH:15][CH3:12])=[O:5], predict the reactants needed to synthesize it.